Dataset: Peptide-MHC class I binding affinity with 185,985 pairs from IEDB/IMGT. Task: Regression. Given a peptide amino acid sequence and an MHC pseudo amino acid sequence, predict their binding affinity value. This is MHC class I binding data. (1) The binding affinity (normalized) is 0.710. The MHC is HLA-A01:01 with pseudo-sequence HLA-A01:01. The peptide sequence is ATADLELAY. (2) The peptide sequence is VMVKNQATI. The MHC is H-2-Db with pseudo-sequence H-2-Db. The binding affinity (normalized) is 0.888.